This data is from Reaction yield outcomes from USPTO patents with 853,638 reactions. The task is: Predict the reaction yield, written as a fraction of the theoretical maximum amount of product (1.0 means a 100% yield; for example, 0.34 means a 34% yield). (1) The reactants are CN(C(ON1N=NC2C=CC=CC1=2)=[N+](C)C)C.F[P-](F)(F)(F)(F)F.C1C=CC2N(O)N=NC=2C=1.O.[NH2:36][C@@H:37]1[C:43](=[O:44])[NH:42][C:41]2[CH:45]=[CH:46][CH:47]=[CH:48][C:40]=2[CH2:39][CH2:38]1.[C:49]([O:53][C:54]([NH:56][C@@H:57]([CH3:61])[C:58](O)=[O:59])=[O:55])([CH3:52])([CH3:51])[CH3:50]. The catalyst is CN(C=O)C.CCOC(C)=O. The product is [O:59]=[C:58]([NH:36][C@@H:37]1[C:43](=[O:44])[NH:42][C:41]2[CH:45]=[CH:46][CH:47]=[CH:48][C:40]=2[CH2:39][CH2:38]1)[C@@H:57]([NH:56][C:54](=[O:55])[O:53][C:49]([CH3:52])([CH3:51])[CH3:50])[CH3:61]. The yield is 0.700. (2) The reactants are [Cl:1][C:2]1[CH:3]=[C:4]([CH:6]=[CH:7][C:8]=1[Cl:9])[NH2:5].[CH2:10]([O:12][C:13](=[O:18])[C:14](Br)([CH3:16])[CH3:15])[CH3:11].C(N(C(C)C)CC)(C)C.[Na+].[I-]. The catalyst is C1COCC1. The product is [Cl:1][C:2]1[CH:3]=[C:4]([NH:5][C:14]([CH3:16])([C:13]([O:12][CH2:10][CH3:11])=[O:18])[CH3:15])[CH:6]=[CH:7][C:8]=1[Cl:9]. The yield is 0.550. (3) The catalyst is C1COCC1. The reactants are [C:1]([CH2:3][O:4][CH2:5][C@@H:6]([NH:8][C:9]([C:11]1[C:19]2[C:14](=[N:15][CH:16]=[C:17]([C:20]3[C:28]4[C:23](=[CH:24][C:25]([F:29])=[CH:26][CH:27]=4)[N:22]([CH3:30])[N:21]=3)[N:18]=2)[N:13](COCC[Si](C)(C)C)[CH:12]=1)=[O:10])[CH3:7])#[N:2].CCCC[N+](CCCC)(CCCC)CCCC.[F-]. The product is [C:1]([CH2:3][O:4][CH2:5][C@@H:6]([NH:8][C:9]([C:11]1[C:19]2[C:14](=[N:15][CH:16]=[C:17]([C:20]3[C:28]4[C:23](=[CH:24][C:25]([F:29])=[CH:26][CH:27]=4)[N:22]([CH3:30])[N:21]=3)[N:18]=2)[NH:13][CH:12]=1)=[O:10])[CH3:7])#[N:2]. The yield is 0.160. (4) The reactants are [CH3:1][O:2][C:3]([C:5]1([C:8]2[CH:13]=[C:12]([I:14])[C:11]([OH:15])=[C:10]([I:16])[CH:9]=2)[CH2:7][CH2:6]1)=[O:4].Cl[CH2:18][C:19]([CH3:21])=[CH2:20].C([O-])([O-])=O.[K+].[K+]. The catalyst is CC(C)=O.[Na+].[I-]. The product is [CH3:1][O:2][C:3]([C:5]1([C:8]2[CH:9]=[C:10]([I:16])[C:11]([O:15][CH2:20][C:19]([CH3:21])=[CH2:18])=[C:12]([I:14])[CH:13]=2)[CH2:7][CH2:6]1)=[O:4]. The yield is 0.970. (5) The reactants are [CH3:1][C:2]1[C:7]([CH3:8])=[CH:6][CH:5]=[CH:4][C:3]=1[O:9][CH3:10].[Cl:11][S:12](Cl)(=[O:14])=[O:13]. The catalyst is ClCCl. The product is [CH3:8][C:7]1[C:2]([CH3:1])=[C:3]([O:9][CH3:10])[CH:4]=[CH:5][C:6]=1[S:12]([Cl:11])(=[O:14])=[O:13]. The yield is 0.940. (6) The reactants are [F:1][C:2]1[CH:7]=[CH:6][C:5]([OH:8])=[CH:4][CH:3]=1.[C:9](O)([CH3:12])([CH3:11])[CH3:10].S(=O)(=O)(O)O. The catalyst is C(Cl)Cl. The product is [C:9]([C:6]1[CH:7]=[C:2]([F:1])[CH:3]=[CH:4][C:5]=1[OH:8])([CH3:12])([CH3:11])[CH3:10]. The yield is 0.420. (7) The reactants are Br[C:2]1[CH:3]=[C:4]2[C:8](=[CH:9][CH:10]=1)[CH2:7][CH2:6][CH2:5]2.CC1(C)COB(B2OCC(C)(C)CO2)OC1.C([O-])(=O)C.[K+].Br[C:33]1[CH:34]=[C:35]2[C:39](=[CH:40][C:41]=1[Cl:42])[NH:38][N:37]=[C:36]2[C:43]([OH:45])=[O:44].C(=O)([O-])[O-].[K+].[K+].Cl. The yield is 0.0600. The catalyst is O1CCOCC1.C1C=CC(P(C2C=CC=CC=2)[C-]2C=CC=C2)=CC=1.C1C=CC(P(C2C=CC=CC=2)[C-]2C=CC=C2)=CC=1.Cl[Pd]Cl.[Fe+2].O.CCO. The product is [Cl:42][C:41]1[CH:40]=[C:39]2[C:35]([C:36]([C:43]([OH:45])=[O:44])=[N:37][NH:38]2)=[CH:34][C:33]=1[C:2]1[CH:3]=[C:4]2[C:8](=[CH:9][CH:10]=1)[CH2:7][CH2:6][CH2:5]2. (8) The reactants are N[C:2]1[CH:10]=[CH:9][C:8]([F:11])=[CH:7][C:3]=1[C:4]([OH:6])=[O:5].Cl.N([O-])=O.[Na+].[I-:17].[K+].S(=O)(=O)(O)O.S([O-])([O-])(=O)=S.[Na+].[Na+]. The catalyst is O. The product is [F:11][C:8]1[CH:9]=[CH:10][C:2]([I:17])=[C:3]([CH:7]=1)[C:4]([OH:6])=[O:5]. The yield is 0.410. (9) The reactants are CC1(C)COB([C:8]2[CH:13]=[CH:12][C:11]([C:14]3([OH:18])[CH2:17][O:16][CH2:15]3)=[C:10]([O:19][CH3:20])[CH:9]=2)OC1.Br[C:23]1[CH:24]=[C:25]2[C:29](=[CH:30][C:31]=1[F:32])[NH:28][CH:27]=[C:26]2[CH:33]=[O:34].C(=O)([O-])[O-].[K+].[K+]. The catalyst is C1(C)C=CC=CC=1.C(O)C.C1C=CC(P(C2C=CC=CC=2)[C-]2C=CC=C2)=CC=1.C1C=CC(P(C2C=CC=CC=2)[C-]2C=CC=C2)=CC=1.Cl[Pd]Cl.[Fe+2]. The product is [F:32][C:31]1[CH:30]=[C:29]2[C:25]([C:26]([CH:33]=[O:34])=[CH:27][NH:28]2)=[CH:24][C:23]=1[C:8]1[CH:13]=[CH:12][C:11]([C:14]2([OH:18])[CH2:15][O:16][CH2:17]2)=[C:10]([O:19][CH3:20])[CH:9]=1. The yield is 0.730. (10) The reactants are [Cl:1]N1C(=O)CCC1=O.[F:9][C:10]1[CH:34]=[C:33]([F:35])[CH:32]=[CH:31][C:11]=1[CH2:12][NH:13][C:14]1[CH:19]=[C:18]([CH3:20])[N:17]([CH2:21][C:22]2[CH:23]=[C:24]([CH:27]=[CH:28][CH:29]=2)[C:25]#[N:26])[C:16](=[O:30])[CH:15]=1.C([O-])(O)=O.[Na+]. The catalyst is C(Cl)Cl. The product is [Cl:1][C:15]1[C:16](=[O:30])[N:17]([CH2:21][C:22]2[CH:23]=[C:24]([CH:27]=[CH:28][CH:29]=2)[C:25]#[N:26])[C:18]([CH3:20])=[CH:19][C:14]=1[NH:13][CH2:12][C:11]1[CH:31]=[CH:32][C:33]([F:35])=[CH:34][C:10]=1[F:9]. The yield is 0.130.